Dataset: Forward reaction prediction with 1.9M reactions from USPTO patents (1976-2016). Task: Predict the product of the given reaction. (1) The product is: [CH3:25][O:24][C:21]1[CH:22]=[C:23]2[C:18](=[CH:19][C:20]=1[O:26][CH3:27])[N:17]=[CH:16][CH:15]=[C:14]2[O:12][C:2]1[CH:1]=[C:10]2[C:5]([CH:6]=[CH:7][C:8]([OH:11])=[CH:9]2)=[CH:4][CH:3]=1. Given the reactants [CH:1]1[C:10]2[C:5](=[CH:6][CH:7]=[C:8]([OH:11])[CH:9]=2)[CH:4]=[CH:3][C:2]=1[OH:12].Cl[C:14]1[C:23]2[C:18](=[CH:19][C:20]([O:26][CH3:27])=[C:21]([O:24][CH3:25])[CH:22]=2)[N:17]=[CH:16][CH:15]=1.[OH-].[K+], predict the reaction product. (2) Given the reactants [CH:1]1([C:4]2([C:7]3[N:12]=[CH:11][C:10]([O:13][C:14]4[CH:21]=[CH:20][C:17]([C:18]#[N:19])=[CH:16][CH:15]=4)=[CH:9][CH:8]=3)[CH2:6][O:5]2)[CH2:3][CH2:2]1.[N-:22]1[CH:26]=[N:25][N:24]=[N:23]1.C([NH2+]C(C)C)(C)C, predict the reaction product. The product is: [CH:1]1([C:4]([C:7]2[N:12]=[CH:11][C:10]([O:13][C:14]3[CH:21]=[CH:20][C:17]([C:18]#[N:19])=[CH:16][CH:15]=3)=[CH:9][CH:8]=2)([OH:5])[CH2:6][N:22]2[CH:26]=[N:25][N:24]=[N:23]2)[CH2:3][CH2:2]1. (3) The product is: [NH2:5][CH2:4][CH:3]([N:2]([CH3:42])[C:38]([C:35]1[S:36][CH:37]=[C:33]([C:32]2[N:28]([CH3:27])[N:29]=[CH:30][CH:31]=2)[CH:34]=1)=[O:40])[CH2:16][C:17]1[CH:18]=[CH:19][CH:20]=[CH:21][CH:22]=1. Given the reactants Cl.[NH2:2][C@@H:3]([CH2:16][C:17]1[CH:22]=[CH:21][CH:20]=[CH:19][C:18]=1C(F)(F)F)[CH2:4][N:5]1C(=O)C2C(=CC=CC=2)C1=O.[CH3:27][N:28]1[C:32]([C:33]2[CH:34]=[C:35]([C:38]([OH:40])=O)[S:36][CH:37]=2)=[CH:31][CH:30]=[N:29]1.Br[C:42]1C=C(C(O)=O)SC=1C1N(C)N=CC=1, predict the reaction product. (4) Given the reactants [C:1](Cl)(=[O:8])[C:2]1[CH:7]=[CH:6][CH:5]=[CH:4][CH:3]=1.[NH2:10][C:11]1[CH:16]=[CH:15][C:14]([C:17]2[CH:24]=[C:23]([Cl:25])[C:20]([C:21]#[N:22])=[C:19]([C:26]3[CH:31]=[CH:30][C:29]([O:32][C:33]4[CH:38]=[CH:37][CH:36]=[CH:35][CH:34]=4)=[CH:28][CH:27]=3)[N:18]=2)=[CH:13][CH:12]=1.CCN(C(C)C)C(C)C, predict the reaction product. The product is: [Cl:25][C:23]1[C:20]([C:21]#[N:22])=[C:19]([C:26]2[CH:27]=[CH:28][C:29]([O:32][C:33]3[CH:38]=[CH:37][CH:36]=[CH:35][CH:34]=3)=[CH:30][CH:31]=2)[N:18]=[C:17]([C:14]2[CH:13]=[CH:12][C:11]([NH:10][C:1](=[O:8])[C:2]3[CH:7]=[CH:6][CH:5]=[CH:4][CH:3]=3)=[CH:16][CH:15]=2)[CH:24]=1. (5) Given the reactants [OH:1][C:2]([C:5]1[N:6]=[C:7]([CH2:15][CH2:16][CH3:17])[NH:8][C:9]=1[C:10]([O:12][CH2:13][CH3:14])=[O:11])([CH3:4])[CH3:3].[C:18]([N:37]1[C:41]([C:42]2[CH:47]=[CH:46][CH:45]=[CH:44][C:43]=2[C:48]2[CH:55]=[CH:54][C:51]([CH2:52]Br)=[CH:50][CH:49]=2)=[N:40][N:39]=[N:38]1)([C:31]1[CH:36]=[CH:35][CH:34]=[CH:33][CH:32]=1)([C:25]1[CH:30]=[CH:29][CH:28]=[CH:27][CH:26]=1)[C:19]1[CH:24]=[CH:23][CH:22]=[CH:21][CH:20]=1.O.[OH-].[Li+].Cl[CH2:60][C:61]1[O:62][C:63](=[O:67])[O:64]C=1C, predict the reaction product. The product is: [CH3:17][CH2:16][CH2:15][C:7]1[N:8]([CH2:52][C:51]2[CH:54]=[CH:55][C:48]([C:43]3[C:42]([C:41]4[N:37]([C:18]([C:25]5[CH:30]=[CH:29][CH:28]=[CH:27][CH:26]=5)([C:31]5[CH:32]=[CH:33][CH:34]=[CH:35][CH:36]=5)[C:19]5[CH:20]=[CH:21][CH:22]=[CH:23][CH:24]=5)[N:38]=[N:39][N:40]=4)=[CH:47][CH:46]=[CH:45][CH:44]=3)=[CH:49][CH:50]=2)[C:9]([C:10]([O:12][CH2:13][C:14]2[O:67][C:63](=[O:64])[O:62][C:61]=2[CH3:60])=[O:11])=[C:5]([C:2]([OH:1])([CH3:4])[CH3:3])[N:6]=1. (6) Given the reactants [OH-].[Na+].[CH3:3][N:4]([CH3:27])[C@H:5]1[CH2:10][CH2:9][CH2:8][N:7]([C:11](=[O:26])[CH2:12][CH2:13][C:14]2[N:15]([CH2:19][CH2:20][C:21]([O:23]CC)=[O:22])[CH:16]=[CH:17][N:18]=2)[CH2:6]1.[ClH:28], predict the reaction product. The product is: [ClH:28].[CH3:27][N:4]([CH3:3])[C@H:5]1[CH2:10][CH2:9][CH2:8][N:7]([C:11](=[O:26])[CH2:12][CH2:13][C:14]2[N:15]([CH2:19][CH2:20][C:21]([OH:23])=[O:22])[CH:16]=[CH:17][N:18]=2)[CH2:6]1.